From a dataset of Full USPTO retrosynthesis dataset with 1.9M reactions from patents (1976-2016). Predict the reactants needed to synthesize the given product. (1) Given the product [C:29]([C:28]1[CH:32]=[CH:33][C:34]([F:35])=[C:26]([NH:25][CH:11]([C:15]2[CH:20]=[CH:19][C:18]([F:44])=[C:17]([O:23][CH3:24])[CH:16]=2)[C:12]([OH:14])=[O:13])[CH:27]=1)(=[O:30])[NH2:31], predict the reactants needed to synthesize it. The reactants are: C(C1C=C(N[CH:11]([C:15]2[CH:20]=[CH:19][C:18](OC)=[C:17]([O:23][CH3:24])[CH:16]=2)[C:12]([OH:14])=[O:13])C=CC=1)(=O)N.[NH2:25][C:26]1[CH:27]=[C:28]([CH:32]=[CH:33][C:34]=1[F:35])[C:29]([NH2:31])=[O:30].COC1C=C(B(O)O)C=CC=1[F:44].O.C(O)(=O)C=O. (2) Given the product [NH2:30][C:24]1[N:25]=[C:26]([NH:29][C:13]([C:12]2[C:8]([CH3:7])=[N:9][O:10][CH:11]=2)=[O:15])[CH:27]=[N:28][C:23]=1[C:21]1[CH:22]=[C:17]([Cl:16])[CH:18]=[CH:19][C:20]=1[O:31][C:32]([F:34])([F:35])[F:33], predict the reactants needed to synthesize it. The reactants are: C(Cl)(=O)C(Cl)=O.[CH3:7][C:8]1[C:12]([C:13]([OH:15])=O)=[CH:11][O:10][N:9]=1.[Cl:16][C:17]1[CH:18]=[CH:19][C:20]([O:31][C:32]([F:35])([F:34])[F:33])=[C:21]([C:23]2[C:24]([NH2:30])=[N:25][C:26]([NH2:29])=[CH:27][N:28]=2)[CH:22]=1.N1C(C)=CC=CC=1C. (3) Given the product [Cl:1][C:2]1[N:3]=[C:4]([N:11]2[CH2:16][CH2:15][O:14][CH2:13][CH2:12]2)[C:5]2[CH:10]=[C:9]([I:22])[O:8][C:6]=2[N:7]=1, predict the reactants needed to synthesize it. The reactants are: [Cl:1][C:2]1[N:3]=[C:4]([N:11]2[CH2:16][CH2:15][O:14][CH2:13][CH2:12]2)[C:5]2[CH:10]=[CH:9][O:8][C:6]=2[N:7]=1.C([Li])CCC.[I:22]I. (4) Given the product [Cl:8][C:9]1[CH:40]=[CH:39][C:7]([C:5]#[CH:6])=[CH:37][C:10]=1[C:11]([NH2:13])=[O:12], predict the reactants needed to synthesize it. The reactants are: ClC(O[CH:5]([CH3:7])[CH3:6])=O.[Cl:8][C:9]1[CH:40]=[CH:39]C=[CH:37][C:10]=1[C:11]([NH:13]C(=O)NC1SC2C=C(S(CCN3CCNCC3)(=O)=O)C=CC=2N=1)=[O:12].CCN(C(C)C)C(C)C.N. (5) Given the product [CH3:3][O:4][C:5]([C:7]1[N:15]([CH2:16][C:17]2[CH:22]=[CH:21][C:20]([O:23][CH3:24])=[CH:19][CH:18]=2)[C:14]2[CH:13]=[CH:12][N:11]=[CH:10][C:9]=2[C:8]=1[NH:25][C:26]1[CH:31]=[CH:30][C:29]([I:1])=[CH:28][C:27]=1[F:36])=[O:6], predict the reactants needed to synthesize it. The reactants are: [I:1]Cl.[CH3:3][O:4][C:5]([C:7]1[N:15]([CH2:16][C:17]2[CH:22]=[CH:21][C:20]([O:23][CH3:24])=[CH:19][CH:18]=2)[C:14]2[CH:13]=[CH:12][N:11]=[CH:10][C:9]=2[C:8]=1[NH:25][C:26]1[CH:31]=[CH:30][C:29]([Si](C)(C)C)=[CH:28][C:27]=1[F:36])=[O:6]. (6) Given the product [CH3:16][O:17][C:18]1[CH:23]=[CH:22][C:21]([C:24]([F:26])([F:27])[F:25])=[CH:20][C:19]=1[C:28]1[CH:32]=[C:31]([O:8][S:9]([C:12]([F:13])([F:14])[F:15])(=[O:10])=[O:11])[N:30]([C@H:34]([C:36]2[CH:37]=[CH:38][C:39]([C:40]([O:42][CH2:43][CH3:44])=[O:41])=[CH:45][CH:46]=2)[CH3:35])[N:29]=1, predict the reactants needed to synthesize it. The reactants are: S([O:8][S:9]([C:12]([F:15])([F:14])[F:13])(=[O:11])=[O:10])(C(F)(F)F)(=O)=O.[CH3:16][O:17][C:18]1[CH:23]=[CH:22][C:21]([C:24]([F:27])([F:26])[F:25])=[CH:20][C:19]=1[C:28]1[CH2:32][C:31](=O)[N:30]([C@H:34]([C:36]2[CH:46]=[CH:45][C:39]([C:40]([O:42][CH2:43][CH3:44])=[O:41])=[CH:38][CH:37]=2)[CH3:35])[N:29]=1.C(N(CC)CC)C. (7) Given the product [C:25]([O:27][CH2:28][CH:29]([OH:30])[CH2:33][OH:32])(=[O:26])/[CH:24]=[CH:23]/[C:22]([O:21][CH:15]1[CH2:16][CH:17]([CH3:20])[CH2:18][CH2:19][CH:14]1[CH:11]([CH3:12])[CH3:13])=[O:36], predict the reactants needed to synthesize it. The reactants are: OCC(CO)O.B(O)(O)O.[CH:11]([CH:14]1[CH2:19][CH2:18][CH:17]([CH3:20])[CH2:16][CH:15]1[O:21][C:22](=[O:36])[CH:23]=[CH:24][C:25]([O:27][CH2:28][CH:29]1[CH2:33][O:32]C(C)(C)[O:30]1)=[O:26])([CH3:13])[CH3:12]. (8) Given the product [CH:1]1([CH2:4][CH:5]([C:7]2[N:11]([CH3:12])[C:10]([S:13][CH2:14][CH:15]3[CH2:17][CH2:16]3)=[N:9][N:8]=2)[OH:6])[CH2:2][CH2:3]1, predict the reactants needed to synthesize it. The reactants are: [CH:1]1([CH2:4][C:5]([C:7]2[N:11]([CH3:12])[C:10]([S:13][CH2:14][CH:15]3[CH2:17][CH2:16]3)=[N:9][N:8]=2)=[O:6])[CH2:3][CH2:2]1.[BH4-].[Na+]. (9) Given the product [C:30]([N:20]1[CH2:21][CH2:22][C:16]2[C:15]([N:23]3[CH2:28][CH2:27][O:26][CH2:25][C@@H:24]3[CH3:29])=[N:14][C:13]([C:10]3[CH:9]=[CH:8][C:7]([NH:6][C:4]([NH:3][CH2:1][CH3:2])=[O:5])=[CH:12][CH:11]=3)=[N:18][C:17]=2[CH2:19]1)(=[O:33])[CH3:31], predict the reactants needed to synthesize it. The reactants are: [CH2:1]([NH:3][C:4]([NH:6][C:7]1[CH:12]=[CH:11][C:10]([C:13]2[N:14]=[C:15]([N:23]3[CH2:28][CH2:27][O:26][CH2:25][C@@H:24]3[CH3:29])[C:16]3[CH2:22][CH2:21][NH:20][CH2:19][C:17]=3[N:18]=2)=[CH:9][CH:8]=1)=[O:5])[CH3:2].[C:30](Cl)(=[O:33])[CH2:31]C. (10) The reactants are: [Cl:1][CH2:2][CH2:3]Cl.CN(C=O)C.C(Cl)(C(Cl)=O)=O.OC1C=[C:19]([C:41]([O:43][CH2:44][CH3:45])=[O:42])[C:20]2[C:25]([CH3:26])=[N:24][N:23]([CH2:27][C:28]3[CH:33]=[CH:32][C:31]([O:34][C:35]4[CH:40]=[CH:39][CH:38]=[CH:37][CH:36]=4)=[CH:30][CH:29]=3)[C:21]=2[N:22]=1. Given the product [Cl:1][C:2]1[CH:3]=[C:19]([C:41]([O:43][CH2:44][CH3:45])=[O:42])[C:20]2[C:25]([CH3:26])=[N:24][N:23]([CH2:27][C:28]3[CH:29]=[CH:30][C:31]([O:34][C:35]4[CH:36]=[CH:37][CH:38]=[CH:39][CH:40]=4)=[CH:32][CH:33]=3)[C:21]=2[N:22]=1, predict the reactants needed to synthesize it.